From a dataset of Catalyst prediction with 721,799 reactions and 888 catalyst types from USPTO. Predict which catalyst facilitates the given reaction. (1) Reactant: O.[OH-].[Li+].CC([Si](C)(C)[O:9][C:10]1[CH:11]=[C:12]([CH:21]=[C:22]([O:24][C@@H:25]([CH3:35])[CH2:26][O:27][Si:28]([C:31]([CH3:34])([CH3:33])[CH3:32])([CH3:30])[CH3:29])[CH:23]=1)[C:13]([NH:15][C:16]1[S:17][CH:18]=[CH:19][N:20]=1)=[O:14])(C)C. Product: [CH3:32][C:31]([Si:28]([CH3:30])([CH3:29])[O:27][CH2:26][C@@H:25]([O:24][C:22]1[CH:21]=[C:12]([CH:11]=[C:10]([OH:9])[CH:23]=1)[C:13]([NH:15][C:16]1[S:17][CH:18]=[CH:19][N:20]=1)=[O:14])[CH3:35])([CH3:33])[CH3:34]. The catalyst class is: 1. (2) Reactant: [F:1][C:2]1[N:7]2[CH:8]=[C:9]([CH:11]=O)[N:10]=[C:6]2[CH:5]=[CH:4][CH:3]=1.[CH3:13][O:14][C:15]1[CH:16]=[C:17]([CH:19]=[CH:20][CH:21]=1)[NH2:18]. Product: [F:1][C:2]1[N:7]2[CH:8]=[C:9]([CH:11]=[N:18][C:17]3[CH:19]=[CH:20][CH:21]=[C:15]([O:14][CH3:13])[CH:16]=3)[N:10]=[C:6]2[CH:5]=[CH:4][CH:3]=1. The catalyst class is: 8. (3) Reactant: CCN(C(C)C)C(C)C.Cl[C:11]1[C:30]([C:31]2[NH:32][CH:33]=[CH:34][N:35]=2)=[CH:29][C:14]([C:15]([NH:17][C:18]2[CH:23]=[CH:22][C:21]([O:24][C:25]([F:28])([F:27])[F:26])=[CH:20][CH:19]=2)=[O:16])=[CH:13][N:12]=1.Cl.[CH3:37][C:38]1([OH:42])[CH2:41][NH:40][CH2:39]1. Product: [OH:42][C:38]1([CH3:37])[CH2:41][N:40]([C:11]2[C:30]([C:31]3[NH:32][CH:33]=[CH:34][N:35]=3)=[CH:29][C:14]([C:15]([NH:17][C:18]3[CH:19]=[CH:20][C:21]([O:24][C:25]([F:27])([F:26])[F:28])=[CH:22][CH:23]=3)=[O:16])=[CH:13][N:12]=2)[CH2:39]1. The catalyst class is: 41.